From a dataset of Forward reaction prediction with 1.9M reactions from USPTO patents (1976-2016). Predict the product of the given reaction. Given the reactants [Cl:1][C:2]1[CH:14]=[N:13][C:5]2[NH:6][C:7]3[CH2:12][CH2:11][NH:10][CH2:9][C:8]=3[C:4]=2[CH:3]=1.CCN(C(C)C)C(C)C.[Cl:24][C:25]1[CH:26]=[C:27]([CH:31]=[CH:32][CH:33]=1)[C:28](Cl)=[O:29].Cl.CCOCC, predict the reaction product. The product is: [ClH:1].[Cl:24][C:25]1[CH:26]=[C:27]([C:28]([N:10]2[CH2:11][CH2:12][C:7]3[NH:6][C:5]4[N:13]=[CH:14][C:2]([Cl:1])=[CH:3][C:4]=4[C:8]=3[CH2:9]2)=[O:29])[CH:31]=[CH:32][CH:33]=1.